From a dataset of Forward reaction prediction with 1.9M reactions from USPTO patents (1976-2016). Predict the product of the given reaction. (1) Given the reactants [F:1][C:2]1[CH:3]=[C:4]([NH:9][C:10]([NH:12][C@H:13]2[CH2:21][C@H:20]3[C@:16]([C:30]4[CH:35]=[CH:34][C:33]([O:36][CH3:37])=[C:32]([O:38][CH3:39])[CH:31]=4)([CH2:17][CH2:18][N:19]3[C:22]([NH:24]C(=O)OCC)=[S:23])[CH2:15][CH2:14]2)=[O:11])[CH:5]=[CH:6][C:7]=1[F:8].[OH-].[Na+], predict the reaction product. The product is: [F:1][C:2]1[CH:3]=[C:4]([NH:9][C:10]([NH:12][C@H:13]2[CH2:21][C@H:20]3[C@:16]([C:30]4[CH:35]=[CH:34][C:33]([O:36][CH3:37])=[C:32]([O:38][CH3:39])[CH:31]=4)([CH2:17][CH2:18][N:19]3[C:22](=[S:23])[NH2:24])[CH2:15][CH2:14]2)=[O:11])[CH:5]=[CH:6][C:7]=1[F:8]. (2) Given the reactants Cl[C:2]1[C:7]2=[N:8][N:9]([C:18]3[CH:23]=[CH:22][CH:21]=[CH:20][C:19]=3[Cl:24])[C:10]([C:11]3[CH:16]=[CH:15][C:14]([Cl:17])=[CH:13][CH:12]=3)=[C:6]2[CH:5]=[CH:4][N:3]=1.[OH-:25].[Na+], predict the reaction product. The product is: [Cl:17][C:14]1[CH:15]=[CH:16][C:11]([C:10]2[N:9]([C:18]3[CH:23]=[CH:22][CH:21]=[CH:20][C:19]=3[Cl:24])[N:8]=[C:7]3[C:6]=2[CH:5]=[CH:4][N:3]=[C:2]3[OH:25])=[CH:12][CH:13]=1. (3) Given the reactants [C:9](O[C:9]([O:11][C:12]([CH3:15])([CH3:14])[CH3:13])=[O:10])([O:11][C:12]([CH3:15])([CH3:14])[CH3:13])=[O:10].C([N:23]1[CH:27]([CH3:28])[CH2:26][C:25](=[O:29])[CH2:24]1)C1C=CC=CC=1.[H][H], predict the reaction product. The product is: [C:9]([N:23]1[CH:27]([CH3:28])[CH2:26][C:25](=[O:29])[CH2:24]1)([O:11][C:12]([CH3:13])([CH3:14])[CH3:15])=[O:10]. (4) The product is: [NH2:34][C:33]1[C:28]2[C:27](=[CH:32][CH:31]=[CH:30][CH:29]=2)[NH:26][C:21](=[O:23])[C:20]=1[C:12]1[NH:13][C:14]2=[N:15][CH:16]=[CH:17][CH:18]=[C:19]2[N:11]=1. Given the reactants [Li+].C[Si]([N-][Si](C)(C)C)(C)C.[N:11]1[C:19]2[C:14](=[N:15][CH:16]=[CH:17][CH:18]=2)[NH:13][C:12]=1[CH2:20][C:21]([O:23]CC)=O.[NH2:26][C:27]1[CH:32]=[CH:31][CH:30]=[CH:29][C:28]=1[C:33]#[N:34], predict the reaction product. (5) Given the reactants [CH3:1][O:2][C:3]1[CH:8]=[CH:7][CH:6]=[C:5]([O:9][CH3:10])[C:4]=1[C:11]1([C:14]([O:16]CC)=[O:15])[CH2:13][CH2:12]1.[OH-].[Na+].[NH4+].[Cl-].CC(O)=O, predict the reaction product. The product is: [CH3:10][O:9][C:5]1[CH:6]=[CH:7][CH:8]=[C:3]([O:2][CH3:1])[C:4]=1[C:11]1([C:14]([OH:16])=[O:15])[CH2:13][CH2:12]1.